From a dataset of Forward reaction prediction with 1.9M reactions from USPTO patents (1976-2016). Predict the product of the given reaction. (1) Given the reactants Br[C:2]1[CH:7]=[CH:6][C:5]([C:8]2([C:14]([O:16][CH3:17])=[O:15])[CH2:11][C:10]([F:13])([F:12])[CH2:9]2)=[CH:4][CH:3]=1.N#N.C1(P(C2CCCCC2)C2C=CC=CC=2C2C(OC)=CC=CC=2OC)CCCCC1.[CH3:49][N:50](C=O)C, predict the reaction product. The product is: [C:49]([C:2]1[CH:7]=[CH:6][C:5]([C:8]2([C:14]([O:16][CH3:17])=[O:15])[CH2:11][C:10]([F:13])([F:12])[CH2:9]2)=[CH:4][CH:3]=1)#[N:50]. (2) Given the reactants [O:1]1[CH2:6][CH:5]=[C:4]([C:7]2[CH:12]=[C:11]([CH3:13])[CH:10]=[C:9]([CH3:14])[C:8]=2[OH:15])[CH2:3][CH2:2]1, predict the reaction product. The product is: [CH3:14][C:9]1[CH:10]=[C:11]([CH3:13])[CH:12]=[C:7]([CH:4]2[CH2:5][CH2:6][O:1][CH2:2][CH2:3]2)[C:8]=1[OH:15]. (3) Given the reactants O=[C:2]([CH2:8][CH3:9])[CH2:3][C:4]([O:6][CH3:7])=[O:5].[F:10][C:11]([F:20])([F:19])[C:12]1[CH:18]=[CH:17][C:15]([NH2:16])=[CH:14][CH:13]=1, predict the reaction product. The product is: [F:10][C:11]([F:19])([F:20])[C:12]1[CH:13]=[CH:14][C:15]([NH:16][C@H:2]([CH2:8][CH3:9])[CH2:3][C:4]([O:6][CH3:7])=[O:5])=[CH:17][CH:18]=1. (4) Given the reactants Cl.[F:2][C:3]1[CH:15]=[CH:14][C:6]([O:7][CH:8]2[CH2:13][CH2:12][NH:11][CH2:10][CH2:9]2)=[CH:5][CH:4]=1.C(N(C(C)C)CC)(C)C.[N:25]([CH2:28][C:29]1[CH:34]=[CH:33][CH:32]=[CH:31][C:30]=1[O:35][CH3:36])=[C:26]=[O:27], predict the reaction product. The product is: [CH3:36][O:35][C:30]1[CH:31]=[CH:32][CH:33]=[CH:34][C:29]=1[CH2:28][NH:25][C:26]([N:11]1[CH2:10][CH2:9][CH:8]([O:7][C:6]2[CH:14]=[CH:15][C:3]([F:2])=[CH:4][CH:5]=2)[CH2:13][CH2:12]1)=[O:27]. (5) The product is: [C:1]([C:3]1[C:4]([CH3:29])=[C:5]([N:16]2[CH2:21][CH2:20][N:19]([CH2:22][C:43]3[CH:42]=[CH:39][C:38]([Cl:37])=[CH:45][C:44]=3[Cl:46])[CH2:18][CH2:17]2)[S:6][C:7]=1[NH:8][C:9](=[O:15])[CH:10]([CH2:11][CH3:12])[CH2:13][CH3:14])#[N:2]. Given the reactants [C:1]([C:3]1[C:4]([CH3:29])=[C:5]([N:16]2[CH2:21][CH2:20][N:19]([C:22](OC(C)(C)C)=O)[CH2:18][CH2:17]2)[S:6][C:7]=1[NH:8][C:9](=[O:15])[CH:10]([CH2:13][CH3:14])[CH2:11][CH3:12])#[N:2].FC(F)(F)C(O)=O.[Cl:37][C:38]1[CH:45]=[C:44]([Cl:46])[CH:43]=[CH:42][C:39]=1C=O.C(O[BH-](OC(=O)C)OC(=O)C)(=O)C.[Na+], predict the reaction product. (6) Given the reactants [NH:1]1[CH2:4][CH:3]([C:5]2[CH:6]=[CH:7][C:8]([NH:11][C:12]3[C:13](=[O:20])[N:14]([CH3:19])[CH:15]=[C:16](Br)[CH:17]=3)=[N:9][CH:10]=2)[CH2:2]1.C([O:24][CH2:25][C:26]1[C:31](B2OC(C)(C)C(C)(C)O2)=[CH:30][CH:29]=[CH:28][C:27]=1[N:41]1[CH2:53][CH2:52][C:51]2[N:50]3[C:45]([CH2:46][CH2:47][CH2:48][CH2:49]3)=[CH:44][C:43]=2[C:42]1=[O:54])(=O)C.C(=O)([O-])[O-].[Na+].[Na+].O.[OH-].[Li+], predict the reaction product. The product is: [NH:1]1[CH2:4][CH:3]([C:5]2[CH:6]=[CH:7][C:8]([NH:11][C:12]3[C:13](=[O:20])[N:14]([CH3:19])[CH:15]=[C:16]([C:31]4[C:26]([CH2:25][OH:24])=[C:27]([N:41]5[CH2:53][CH2:52][C:51]6[N:50]7[C:45]([CH2:46][CH2:47][CH2:48][CH2:49]7)=[CH:44][C:43]=6[C:42]5=[O:54])[CH:28]=[CH:29][CH:30]=4)[CH:17]=3)=[N:9][CH:10]=2)[CH2:2]1. (7) Given the reactants [CH3:1][C:2]1[CH:7]=[CH:6][C:5]([S:8]([N:11]2[C@H:17](/[CH:18]=[N:19]/[C:20]3[CH:25]=[CH:24][C:23]([C:26]([F:29])([F:28])[F:27])=[CH:22][N:21]=3)[CH2:16][C@@H:15]3[C@@H:13]([CH2:14]3)[CH2:12]2)(=[O:10])=[O:9])=[CH:4][CH:3]=1.CC(O)=O.C(O[BH-](OC(=O)C)OC(=O)C)(=O)C.[Na+], predict the reaction product. The product is: [CH3:1][C:2]1[CH:7]=[CH:6][C:5]([S:8]([N:11]2[C@H:17]([CH2:18][NH:19][C:20]3[CH:25]=[CH:24][C:23]([C:26]([F:28])([F:27])[F:29])=[CH:22][N:21]=3)[CH2:16][C@@H:15]3[C@@H:13]([CH2:14]3)[CH2:12]2)(=[O:9])=[O:10])=[CH:4][CH:3]=1. (8) Given the reactants [C:1]([CH:3]1[CH2:8][O:7][CH2:6][CH2:5][N:4]1[C:9]([O:11][C:12]([CH3:15])([CH3:14])[CH3:13])=[O:10])#[N:2].[N-:16]=[N+:17]=[N-:18].[Na+].[Cl-].[NH4+], predict the reaction product. The product is: [N:16]1[CH:1]([CH:3]2[CH2:8][O:7][CH2:6][CH2:5][N:4]2[C:9]([O:11][C:12]([CH3:15])([CH3:14])[CH3:13])=[O:10])[N:2]=[N:18][N:17]=1.